From a dataset of Peptide-MHC class II binding affinity with 134,281 pairs from IEDB. Regression. Given a peptide amino acid sequence and an MHC pseudo amino acid sequence, predict their binding affinity value. This is MHC class II binding data. (1) The peptide sequence is LGNVLINESFGVEPV. The MHC is DRB1_0802 with pseudo-sequence DRB1_0802. The binding affinity (normalized) is 0.557. (2) The peptide sequence is EIDTDGDGFIDFNEF. The MHC is HLA-DQA10102-DQB10602 with pseudo-sequence HLA-DQA10102-DQB10602. The binding affinity (normalized) is 0.222. (3) The peptide sequence is PFNASDSVGQQIKVI. The MHC is DRB1_0101 with pseudo-sequence DRB1_0101. The binding affinity (normalized) is 0.405. (4) The peptide sequence is VNYWFAPGAAAAPLS. The MHC is DRB1_1602 with pseudo-sequence DRB1_1602. The binding affinity (normalized) is 0.112. (5) The peptide sequence is PETEKAEEVEKIEKT. The MHC is DRB1_0901 with pseudo-sequence DRB1_0901. The binding affinity (normalized) is 0.252. (6) The peptide sequence is GGGFGMLLRKYGIAA. The MHC is DRB1_0701 with pseudo-sequence DRB1_0701. The binding affinity (normalized) is 0.111. (7) The peptide sequence is FEIKCTKPEACSGEP. The MHC is DRB1_1201 with pseudo-sequence DRB1_1201. The binding affinity (normalized) is 0.